Task: Predict the product of the given reaction.. Dataset: Forward reaction prediction with 1.9M reactions from USPTO patents (1976-2016) Given the reactants [CH3:1][O:2][C:3]1[CH:4]=[C:5]2[C:10](=[CH:11][C:12]=1[O:13][CH3:14])[N:9]=[CH:8][CH:7]=[C:6]2[OH:15].F[C:17]1[CH:22]=[CH:21][C:20]([N+:23]([O-])=O)=[CH:19][C:18]=1[CH3:26], predict the reaction product. The product is: [CH3:1][O:2][C:3]1[CH:4]=[C:5]2[C:10](=[CH:11][C:12]=1[O:13][CH3:14])[N:9]=[CH:8][CH:7]=[C:6]2[O:15][C:17]1[CH:22]=[CH:21][C:20]([NH2:23])=[CH:19][C:18]=1[CH3:26].